Dataset: Catalyst prediction with 721,799 reactions and 888 catalyst types from USPTO. Task: Predict which catalyst facilitates the given reaction. (1) Reactant: [Cl:1][C:2]1[CH:3]=[CH:4][C:5]2[O:10][C:9](=[O:11])[CH:8]=[C:7](OS(C3C=CC(C)=CC=3)(=O)=O)[C:6]=2[CH:23]=1.[Br-].[C:25]([CH2:27][CH2:28][CH2:29][Zn+])#[N:26]. Product: [Cl:1][C:2]1[CH:3]=[CH:4][C:5]2[O:10][C:9](=[O:11])[CH:8]=[C:7]([CH2:29][CH2:28][CH2:27][C:25]#[N:26])[C:6]=2[CH:23]=1. The catalyst class is: 1. (2) Product: [N:20]1([S:10]([NH:13][C:14](=[O:15])[O:8][CH2:1][C:2]2[CH:7]=[CH:6][CH:5]=[CH:4][CH:3]=2)(=[O:12])=[O:11])[CH2:21][CH2:22][CH2:23][CH2:24]1. The catalyst class is: 852. Reactant: [CH2:1]([OH:8])[C:2]1[CH:7]=[CH:6][CH:5]=[CH:4][CH:3]=1.Cl[S:10]([N:13]=[C:14]=[O:15])(=[O:12])=[O:11].NCCC1[CH:24]=[CH:23][CH:22]=[CH:21][N:20]=1.Cl. (3) Reactant: [Br:1][C@H:2]([CH2:6][C:7]1[CH:12]=[CH:11][CH:10]=[CH:9][CH:8]=1)[C:3]([OH:5])=[O:4].C1(C)C=CC=CC=1.[OH-].[Li+:21]. Product: [Br:1][C@H:2]([CH2:6][C:7]1[CH:12]=[CH:11][CH:10]=[CH:9][CH:8]=1)[C:3]([O-:5])=[O:4].[Li+:21]. The catalyst class is: 6. (4) Reactant: Br[C:2]1[CH2:6][CH:5]([C:7]([NH2:9])=[O:8])[O:4][N:3]=1.[N:10]1([C:16]([O:18][CH2:19][C:20]2[CH:25]=[CH:24][CH:23]=[CH:22][CH:21]=2)=[O:17])[CH2:15][CH2:14][NH:13][CH2:12][CH2:11]1.CCN(C(C)C)C(C)C. Product: [NH2:9][C:7]([CH:5]1[O:4][N:3]=[C:2]([N:13]2[CH2:12][CH2:11][N:10]([C:16]([O:18][CH2:19][C:20]3[CH:25]=[CH:24][CH:23]=[CH:22][CH:21]=3)=[O:17])[CH2:15][CH2:14]2)[CH2:6]1)=[O:8]. The catalyst class is: 8. (5) The catalyst class is: 136. Reactant: [Cl:1][C:2]1[CH:3]=[N:4][N:5]([C:7]2[CH:12]=[CH:11][N:10]=[CH:9][C:8]=2[N:13]2[CH2:18][CH2:17][CH:16]([C:19]([OH:21])=O)[CH2:15][CH2:14]2)[CH:6]=1.Cl.[O:23]1[CH2:27][CH2:26][C@@H:25]([NH2:28])[CH2:24]1.CN(C(ON1N=NC2C=CC=NC1=2)=[N+](C)C)C.F[P-](F)(F)(F)(F)F.C(N(CC)CC)C. Product: [Cl:1][C:2]1[CH:3]=[N:4][N:5]([C:7]2[CH:12]=[CH:11][N:10]=[CH:9][C:8]=2[N:13]2[CH2:14][CH2:15][CH:16]([C:19]([NH:28][C@@H:25]3[CH2:26][CH2:27][O:23][CH2:24]3)=[O:21])[CH2:17][CH2:18]2)[CH:6]=1. (6) Reactant: COCCOC.[CH3:7][O:8][C:9]1[CH:14]=[CH:13][CH:12]=[CH:11][C:10]=1[OH:15].F[B-](F)(F)F.[O:21]=[N+:22]=[O:23].C(OCC)(=O)C. Product: [CH3:7][O:8][C:9]1[CH:14]=[CH:13][CH:12]=[C:11]([N+:22]([O-:23])=[O:21])[C:10]=1[OH:15]. The catalyst class is: 27. (7) Reactant: [C:1]([NH:4][C@@H:5]([CH2:43][C:44]1[CH:49]=[CH:48][CH:47]=[CH:46][CH:45]=1)[C:6]([NH:8][C@@H:9]([CH2:18][C:19]1[CH:24]=[CH:23][CH:22]=[C:21]([CH2:25][N:26]2[CH2:30][C:29](=[O:31])[N:28](CC3C=CC(OC)=CC=3)[S:27]2(=[O:42])=[O:41])[CH:20]=1)[C:10]([NH:12][CH2:13][CH2:14][CH2:15][CH2:16][CH3:17])=[O:11])=[O:7])(=[O:3])[CH3:2].C([SiH](C)C)(C)(C)C. Product: [C:1]([NH:4][C@@H:5]([CH2:43][C:44]1[CH:45]=[CH:46][CH:47]=[CH:48][CH:49]=1)[C:6]([NH:8][C@H:9]([C:10](=[O:11])[NH:12][CH2:13][CH2:14][CH2:15][CH2:16][CH3:17])[CH2:18][C:19]1[CH:24]=[CH:23][CH:22]=[C:21]([CH2:25][N:26]2[CH2:30][C:29](=[O:31])[NH:28][S:27]2(=[O:42])=[O:41])[CH:20]=1)=[O:7])(=[O:3])[CH3:2]. The catalyst class is: 67. (8) Reactant: [OH-].[Na+].[C:3]1([CH2:9][SH:10])[CH:8]=[CH:7][CH:6]=[CH:5][CH:4]=1.[Cl:11][CH2:12][CH2:13][N:14]([CH2:38][CH2:39][Cl:40])[P:15]([N:31]([CH2:35][CH2:36][Cl:37])[CH2:32][CH2:33][Cl:34])(=[O:30])[O:16][CH2:17][CH2:18]OS(C1C=CC(Br)=CC=1)(=O)=O.C1(C)C=CC=CC=1. The catalyst class is: 5. Product: [Cl:37][CH2:36][CH2:35][N:31]([P:15]([N:14]([CH2:13][CH2:12][Cl:11])[CH2:38][CH2:39][Cl:40])([O:16][CH2:17][CH2:18][S:10][CH2:9][C:3]1[CH:8]=[CH:7][CH:6]=[CH:5][CH:4]=1)=[O:30])[CH2:32][CH2:33][Cl:34]. (9) Reactant: [N:1]1[CH:6]=[CH:5][CH:4]=[CH:3][C:2]=1[O:7][C:8]1[CH:13]=[CH:12][C:11]([CH:14]2[O:18][C:17](=[O:19])[NH:16][CH:15]2[CH2:20][C:21]2[CH:26]=[CH:25][CH:24]=[C:23]([O:27][C:28]([F:33])([F:32])[CH:29]([F:31])[F:30])[CH:22]=2)=[CH:10][CH:9]=1.[C:34](O[C:34]([O:36][C:37]([CH3:40])([CH3:39])[CH3:38])=[O:35])([O:36][C:37]([CH3:40])([CH3:39])[CH3:38])=[O:35].O. Product: [O:19]=[C:17]1[N:16]([C:34]([O:36][C:37]([CH3:40])([CH3:39])[CH3:38])=[O:35])[CH:15]([CH2:20][C:21]2[CH:26]=[CH:25][CH:24]=[C:23]([O:27][C:28]([F:32])([F:33])[CH:29]([F:30])[F:31])[CH:22]=2)[CH:14]([C:11]2[CH:12]=[CH:13][C:8]([O:7][C:2]3[CH:3]=[CH:4][CH:5]=[CH:6][N:1]=3)=[CH:9][CH:10]=2)[O:18]1. The catalyst class is: 10. (10) Reactant: [CH3:1][C:2]1[C:7]([CH:8]([CH2:13][CH2:14][CH3:15])[C:9]([O:11]C)=[O:10])=[C:6]([C:16]2[CH:21]=[CH:20][C:19]([CH3:22])=[CH:18][CH:17]=2)[N:5]=[C:4]([C:23]2[CH:28]=[CH:27][CH:26]=[CH:25][CH:24]=2)[N:3]=1.[OH-].[Na+]. Product: [CH3:1][C:2]1[C:7]([CH:8]([CH2:13][CH2:14][CH3:15])[C:9]([OH:11])=[O:10])=[C:6]([C:16]2[CH:17]=[CH:18][C:19]([CH3:22])=[CH:20][CH:21]=2)[N:5]=[C:4]([C:23]2[CH:24]=[CH:25][CH:26]=[CH:27][CH:28]=2)[N:3]=1. The catalyst class is: 7.